The task is: Regression. Given a peptide amino acid sequence and an MHC pseudo amino acid sequence, predict their binding affinity value. This is MHC class II binding data.. This data is from Peptide-MHC class II binding affinity with 134,281 pairs from IEDB. The peptide sequence is PHAATIRVLALGNQE. The MHC is H-2-IEd with pseudo-sequence H-2-IEd. The binding affinity (normalized) is 0.181.